From a dataset of Reaction yield outcomes from USPTO patents with 853,638 reactions. Predict the reaction yield, written as a fraction of the theoretical maximum amount of product (1.0 means a 100% yield; for example, 0.34 means a 34% yield). (1) The reactants are Cl[C:2]1[C:7]2[C:8]([I:11])=[N:9][NH:10][C:6]=2[CH:5]=[CH:4][N:3]=1.[CH2:12]([NH2:14])[CH3:13]. No catalyst specified. The product is [CH2:12]([NH:14][C:2]1[C:7]2[C:8]([I:11])=[N:9][NH:10][C:6]=2[CH:5]=[CH:4][N:3]=1)[CH3:13]. The yield is 0.820. (2) The reactants are [NH:1]1[C:9]2[C:4](=[N:5][C:6]([CH2:10][OH:11])=[CH:7][CH:8]=2)[CH:3]=[N:2]1.CS(C)=O.CCN(CC)CC. The catalyst is C(Cl)Cl. The product is [NH:1]1[C:9]2[C:4](=[N:5][C:6]([CH:10]=[O:11])=[CH:7][CH:8]=2)[CH:3]=[N:2]1. The yield is 0.262. (3) The reactants are O[C:2]([C:5]1[CH:10]=[CH:9][C:8]([NH:11][C:12](=[O:14])[CH3:13])=[CH:7][C:6]=1[O:15][CH3:16])([CH3:4])[CH3:3].C([O-])=O.[NH4+]. The catalyst is C(O)(=O)C.[Pd]. The product is [CH:2]([C:5]1[CH:10]=[CH:9][C:8]([NH:11][C:12](=[O:14])[CH3:13])=[CH:7][C:6]=1[O:15][CH3:16])([CH3:4])[CH3:3]. The yield is 0.990. (4) The reactants are [CH2:1]1[C@@H:5]2[CH:6]3[C:11](=[O:12])[O:10][C:8](=[O:9])[CH:7]3[C@H:2]1[CH:3]=[CH:4]2.C1(C)C=CC=CC=1.COC1C=CC2N=CC=C([C@@H](O)[C@H]3N4C[C@H](C=C)[C@@H](CC4)C3)C=2C=1.[CH3:44][OH:45]. The catalyst is C(Cl)(Cl)(Cl)Cl. The product is [CH3:44][O:45][C:11]([C@@H:6]1[C@H:5]2[CH2:1][C@H:2]([CH:3]=[CH:4]2)[C@@H:7]1[C:8]([OH:10])=[O:9])=[O:12]. The yield is 0.980. (5) The reactants are CCN(C(C)C)C(C)C.[CH3:10][O:11][C:12]1[CH:13]=[CH:14][CH:15]=[C:16]2[C:21]=1[O:20][C:19](=[O:22])[C:18]([C:23]([OH:25])=O)=[CH:17]2.CN(C(ON1N=NC2C=CC=NC1=2)=[N+](C)C)C.F[P-](F)(F)(F)(F)F.[O:50]=[C:51]1[NH:55][C:54]2[CH:56]=[CH:57][C:58]([C:60]3[CH:61]=[C:62]([NH2:66])[CH:63]=[CH:64][CH:65]=3)=[CH:59][C:53]=2[NH:52]1. The catalyst is CN(C=O)C. The product is [O:50]=[C:51]1[NH:55][C:54]2[CH:56]=[CH:57][C:58]([C:60]3[CH:61]=[C:62]([NH:66][C:23]([C:18]4[C:19](=[O:22])[O:20][C:21]5[C:16]([CH:17]=4)=[CH:15][CH:14]=[CH:13][C:12]=5[O:11][CH3:10])=[O:25])[CH:63]=[CH:64][CH:65]=3)=[CH:59][C:53]=2[NH:52]1. The yield is 0.390. (6) The reactants are [CH3:1][C:2]1([CH3:14])[CH2:7][O:6][C:5]2([CH2:12][CH2:11][C:10](=[O:13])[CH2:9][CH2:8]2)[O:4][CH2:3]1.[CH2:15](Br)[CH:16]=[CH2:17]. No catalyst specified. The product is [CH2:17]([C:10]1([OH:13])[CH2:11][CH2:12][C:5]2([O:4][CH2:3][C:2]([CH3:14])([CH3:1])[CH2:7][O:6]2)[CH2:8][CH2:9]1)[CH:16]=[CH2:15]. The yield is 1.00. (7) The reactants are C([N:8]1[C@@H:13]2[C@:14]([F:22])([C:16]3[N:17]=[N:18][N:19]([CH3:21])[N:20]=3)[CH2:15][C@@:9]1([C:39]1[CH:44]=[CH:43][CH:42]=[CH:41][CH:40]=1)[C@H:10]([O:23][CH2:24][C:25]1[CH:30]=[C:29]([C:31]([F:34])([F:33])[F:32])[CH:28]=[C:27]([C:35]([F:38])([F:37])[F:36])[CH:26]=1)[CH2:11][CH2:12]2)C1C=CC=CC=1.Cl. No catalyst specified. The product is [F:33][C:31]([F:32])([F:34])[C:29]1[CH:30]=[C:25]([CH2:24][O:23][C@@H:10]2[CH2:11][CH2:12][C@@H:13]3[NH:8][C@@:9]2([C:39]2[CH:40]=[CH:41][CH:42]=[CH:43][CH:44]=2)[CH2:15][C@@:14]3([F:22])[C:16]2[N:17]=[N:18][N:19]([CH3:21])[N:20]=2)[CH:26]=[C:27]([C:35]([F:38])([F:37])[F:36])[CH:28]=1. The yield is 0.820. (8) The reactants are [Cl:1][C:2]1[C:10]2[N:9]=[C:8]([NH:11][C:12]3[CH:17]=[CH:16][C:15]([Cl:18])=[CH:14][C:13]=3[Cl:19])[N:7]([CH2:20][C:21](OCC)=[O:22])[C:6]=2[C:5]([CH:26]([CH2:29][CH3:30])[CH2:27][CH3:28])=[CH:4][CH:3]=1.[BH4-].[Li+]. The catalyst is O1CCCC1. The product is [Cl:1][C:2]1[C:10]2[N:9]=[C:8]([NH:11][C:12]3[CH:17]=[CH:16][C:15]([Cl:18])=[CH:14][C:13]=3[Cl:19])[N:7]([CH2:20][CH2:21][OH:22])[C:6]=2[C:5]([CH:26]([CH2:29][CH3:30])[CH2:27][CH3:28])=[CH:4][CH:3]=1. The yield is 0.960. (9) The catalyst is CC#N. The product is [O:32]=[C:26]1[CH:25]([N:18]2[C:17](=[O:33])[C:16]3[C:20](=[CH:21][CH:22]=[CH:23][C:15]=3[CH2:14][NH:13][C:34](=[O:38])[CH:35]([CH3:37])[CH3:36])[C:19]2=[O:24])[CH2:30][CH2:29][C:28](=[O:31])[NH:27]1. The reactants are N12CCCN=C1CCCCC2.Cl.[NH2:13][CH2:14][C:15]1[CH:23]=[CH:22][CH:21]=[C:20]2[C:16]=1[C:17](=[O:33])[N:18]([CH:25]1[CH2:30][CH2:29][C:28](=[O:31])[NH:27][C:26]1=[O:32])[C:19]2=[O:24].[C:34](Cl)(=[O:38])[CH:35]([CH3:37])[CH3:36]. The yield is 0.730.